Dataset: Full USPTO retrosynthesis dataset with 1.9M reactions from patents (1976-2016). Task: Predict the reactants needed to synthesize the given product. (1) Given the product [I:8][C:7]1[C:2]([N:9]2[CH2:14][CH2:13][O:12][CH2:11][CH2:10]2)=[N:3][CH:4]=[CH:5][CH:6]=1, predict the reactants needed to synthesize it. The reactants are: F[C:2]1[C:7]([I:8])=[CH:6][CH:5]=[CH:4][N:3]=1.[NH:9]1[CH2:14][CH2:13][O:12][CH2:11][CH2:10]1. (2) The reactants are: Cl.[N+:2]([C:5]1[CH:13]=[CH:12][CH:11]=[CH:10][C:6]=1[CH2:7][CH2:8][NH2:9])([O-:4])=[O:3].C(N=C=O)CC.C(N1C(=O)C=CNC1=O)CC.C1(CC(O)=O)C=CC=CC=1.[NH2:41][C:42]1[C:43](=[O:64])[N:44]([CH2:61][CH2:62][CH3:63])[C:45](=[O:60])[N:46]([CH2:49][CH2:50][C:51]2[CH:56]=[CH:55][CH:54]=[CH:53][C:52]=2[N+]([O-])=O)[C:47]=1N. Given the product [CH2:50]([C:49]1[NH:41][C:42]2[C:43](=[O:64])[N:44]([CH2:61][CH2:62][CH3:63])[C:45](=[O:60])[N:9]([CH2:8][CH2:7][C:6]3[CH:10]=[CH:11][CH:12]=[CH:13][C:5]=3[N+:2]([O-:4])=[O:3])[C:47]=2[N:46]=1)[C:51]1[CH:56]=[CH:55][CH:54]=[CH:53][CH:52]=1, predict the reactants needed to synthesize it.